This data is from Forward reaction prediction with 1.9M reactions from USPTO patents (1976-2016). The task is: Predict the product of the given reaction. (1) The product is: [CH2:19]([O:18][C:16](=[O:17])[CH:15]([CH2:2][C:3]1[CH:8]=[CH:7][C:6]([O:9][C:10]([F:13])([F:12])[F:11])=[CH:5][CH:4]=1)[C:14]([O:22][CH2:23][CH3:24])=[O:21])[CH3:20]. Given the reactants Br[CH2:2][C:3]1[CH:8]=[CH:7][C:6]([O:9][C:10]([F:13])([F:12])[F:11])=[CH:5][CH:4]=1.[C:14]([O:22][CH2:23][CH3:24])(=[O:21])[CH2:15][C:16]([O:18][CH2:19][CH3:20])=[O:17].[O-]CC.[Na+].[Cl-].[NH4+], predict the reaction product. (2) Given the reactants [CH3:1][O:2][C:3](=[O:17])[C@@H:4]1[CH2:8][C@@H:7]([OH:9])[CH2:6][N:5]1[C:10]([O:12][C:13]([CH3:16])([CH3:15])[CH3:14])=[O:11].Cl.[Br:19][C:20]1[CH:28]=[CH:27][CH:26]=[C:25]2[C:21]=1[CH2:22][NH:23][CH2:24]2.CCN(C(C)C)C(C)C.CN([CH:41]=[O:42])C, predict the reaction product. The product is: [Br:19][C:20]1[CH:28]=[CH:27][CH:26]=[C:25]2[C:21]=1[CH2:22][N:23]([C:41]([O:9][C@H:7]1[CH2:6][N:5]([C:10]([O:12][C:13]([CH3:14])([CH3:16])[CH3:15])=[O:11])[C@H:4]([C:3]([O:2][CH3:1])=[O:17])[CH2:8]1)=[O:42])[CH2:24]2. (3) Given the reactants Cl.Cl.Cl.[NH2:4][C:5]1[CH:10]=[CH:9][CH:8]=[CH:7][C:6]=1[NH:11][C:12](=[O:35])[C:13]1[CH:18]=[CH:17][C:16]([C:19]2[N:24]=[C:23]([CH2:25][CH2:26][CH2:27][NH:28][N:29]3[CH2:34][CH2:33][O:32][CH2:31][CH2:30]3)[N:22]=[CH:21][CH:20]=2)=[CH:15][CH:14]=1, predict the reaction product. The product is: [NH2:4][C:5]1[CH:10]=[CH:9][CH:8]=[CH:7][C:6]=1[NH:11][C:12](=[O:35])[C:13]1[CH:18]=[CH:17][C:16]([C:19]2[N:24]=[C:23]([CH2:25][CH2:26][CH2:27][NH:28][N:29]3[CH2:34][CH2:33][O:32][CH2:31][CH2:30]3)[N:22]=[CH:21][CH:20]=2)=[CH:15][CH:14]=1. (4) Given the reactants [N:1]1[C:10]2[C:5](=[CH:6][CH:7]=[CH:8][CH:9]=2)[CH:4]=[CH:3][C:2]=1[N:11]1[CH2:16][CH2:15][N:14]([CH2:17][CH2:18][CH2:19][N:20]2C(=O)C3C(=CC=CC=3)C2=O)[CH2:13][CH2:12]1.O.NN, predict the reaction product. The product is: [N:1]1[C:10]2[C:5](=[CH:6][CH:7]=[CH:8][CH:9]=2)[CH:4]=[CH:3][C:2]=1[N:11]1[CH2:12][CH2:13][N:14]([CH2:17][CH2:18][CH2:19][NH2:20])[CH2:15][CH2:16]1. (5) Given the reactants [F:1][C:2]1[CH:7]=[CH:6][C:5]([CH:8]([CH2:11][C:12]2[CH:17]=[C:16]([CH3:18])[CH:15]=[CH:14][C:13]=2[N+:19]([O-])=O)[C:9]#N)=[CH:4][CH:3]=1, predict the reaction product. The product is: [F:1][C:2]1[CH:3]=[CH:4][C:5]([CH:8]2[CH2:11][C:12]3[C:13](=[CH:14][CH:15]=[C:16]([CH3:18])[CH:17]=3)[NH:19][CH2:9]2)=[CH:6][CH:7]=1. (6) Given the reactants C(OC([N:8]1[CH2:13][CH2:12][N:11]([C:14]2[C:15]3[C:29]([O:30][CH3:31])=[CH:28][N:27]=[CH:26][C:16]=3[N:17]=[C:18]([C:20]3[CH:25]=[CH:24][N:23]=[CH:22][CH:21]=3)[N:19]=2)[CH2:10][CH:9]1[C:32](=[O:41])[NH:33][CH2:34][C:35]1[CH:40]=[CH:39][CH:38]=[CH:37][CH:36]=1)=O)(C)(C)C.C(OC(N1CCN(C2C3C(OC)=CN=CC=3N=C(C3C=CN=CC=3)N=2)CC1C(O)=O)=O)(C)(C)C.ON1C2C=CC=CC=2N=N1.CN1CCOCC1.C(N)C1C=CC=CC=1.Cl.CN(C)CCCN=C=NCC, predict the reaction product. The product is: [CH2:34]([NH:33][C:32]([CH:9]1[CH2:10][N:11]([C:14]2[C:15]3[C:29]([O:30][CH3:31])=[CH:28][N:27]=[CH:26][C:16]=3[N:17]=[C:18]([C:20]3[CH:25]=[CH:24][N:23]=[CH:22][CH:21]=3)[N:19]=2)[CH2:12][CH2:13][NH:8]1)=[O:41])[C:35]1[CH:40]=[CH:39][CH:38]=[CH:37][CH:36]=1.